From a dataset of Full USPTO retrosynthesis dataset with 1.9M reactions from patents (1976-2016). Predict the reactants needed to synthesize the given product. (1) Given the product [Cl:17][C:18]1[CH:19]=[C:20]([CH2:24][CH2:25][N:26]([CH2:34][CH2:35][CH2:36][S:37][CH2:38][CH2:39][NH:2][CH2:3][C@H:4]([OH:5])[C:6]2[C:14]3[S:13][C:12](=[O:15])[NH:11][C:10]=3[C:9]([OH:16])=[CH:8][CH:7]=2)[C:27](=[O:33])[O:28][C:29]([CH3:30])([CH3:31])[CH3:32])[CH:21]=[CH:22][CH:23]=1, predict the reactants needed to synthesize it. The reactants are: Cl.[NH2:2][CH2:3][C@@H:4]([C:6]1[C:14]2[S:13][C:12](=[O:15])[NH:11][C:10]=2[C:9]([OH:16])=[CH:8][CH:7]=1)[OH:5].[Cl:17][C:18]1[CH:19]=[C:20]([CH2:24][CH2:25][N:26]([CH2:34][CH2:35][CH2:36][S:37][CH2:38][CH:39]=O)[C:27](=[O:33])[O:28][C:29]([CH3:32])([CH3:31])[CH3:30])[CH:21]=[CH:22][CH:23]=1. (2) Given the product [N:23]1([C:26]([O:1][C@H:2]2[CH2:6][CH2:5][N:4]([C:7]([O:9][C:10]([CH3:13])([CH3:12])[CH3:11])=[O:8])[CH2:3]2)=[O:27])[CH:22]=[CH:21][N:25]=[CH:24]1, predict the reactants needed to synthesize it. The reactants are: [OH:1][C@H:2]1[CH2:6][CH2:5][N:4]([C:7]([O:9][C:10]([CH3:13])([CH3:12])[CH3:11])=[O:8])[CH2:3]1.C(N(CC)CC)C.[CH:21]1[N:25]=[CH:24][N:23]([C:26](N2C=NC=C2)=[O:27])[CH:22]=1. (3) Given the product [CH3:22][O:21][C:13]1[CH:12]=[C:11]([CH:16]=[C:15]([O:17][CH3:18])[C:14]=1[O:19][CH3:20])[C:9]([C:8]1[C:4]2[C:3](=[O:30])[C:2](=[O:1])[C:28]3[C:23](=[CH:24][CH:25]=[CH:26][CH:27]=3)[C:5]=2[O:6][CH:7]=1)=[O:10], predict the reactants needed to synthesize it. The reactants are: [OH:1][C:2]1[C:28]2[C:23](=[CH:24][CH:25]=[CH:26][CH:27]=2)[C:5]2[O:6][CH:7]=[C:8]([C:9]([C:11]3[CH:16]=[C:15]([O:17][CH3:18])[C:14]([O:19][CH3:20])=[C:13]([O:21][CH3:22])[CH:12]=3)=[O:10])[C:4]=2[CH:3]=1.[N+]([O-])(O)=[O:30].O.C(Cl)(Cl)Cl.CO. (4) The reactants are: [N:1]1[CH:6]=[CH:5][CH:4]=[C:3]([CH2:7][NH:8][C:9]2[CH:10]=[C:11]([C:15]3[CH:20]=[CH:19][N:18]=[C:17]([NH:21][CH2:22][CH2:23][C:24]4[CH:29]=[CH:28][C:27]([OH:30])=[CH:26][CH:25]=4)[N:16]=3)[CH:12]=[CH:13][CH:14]=2)[CH:2]=1.[CH:31](=O)[CH3:32]. Given the product [CH2:31]([N:8]([CH2:7][C:3]1[CH:2]=[N:1][CH:6]=[CH:5][CH:4]=1)[C:9]1[CH:10]=[C:11]([C:15]2[CH:20]=[CH:19][N:18]=[C:17]([NH:21][CH2:22][CH2:23][C:24]3[CH:25]=[CH:26][C:27]([OH:30])=[CH:28][CH:29]=3)[N:16]=2)[CH:12]=[CH:13][CH:14]=1)[CH3:32], predict the reactants needed to synthesize it. (5) The reactants are: [NH2:1][C:2]1[CH:3]=[N:4][N:5]([CH3:21])[C:6]=1[N:7]1[CH2:12][CH2:11][N:10]([C:13]([O:15][C:16]([CH3:19])([CH3:18])[CH3:17])=[O:14])[CH2:9][C@H:8]1[CH3:20].ClC1N(C)N=CC=1[N+]([O-])=O.C[C@@H]1NCCN(C(OC(C)(C)C)=O)C1. Given the product [NH2:1][C:2]1[CH:3]=[N:4][N:5]([CH3:21])[C:6]=1[N:7]1[CH2:12][CH2:11][N:10]([C:13]([O:15][C:16]([CH3:18])([CH3:17])[CH3:19])=[O:14])[CH2:9][C@@H:8]1[CH3:20], predict the reactants needed to synthesize it. (6) Given the product [C:1]([Si:5]([CH3:36])([CH3:35])[O:6][CH2:7][CH2:8][N:9]([CH:14]1[CH2:15][CH2:16][CH:17]([NH2:20])[CH2:18][CH2:19]1)[S:10]([CH3:13])(=[O:12])=[O:11])([CH3:4])([CH3:3])[CH3:2], predict the reactants needed to synthesize it. The reactants are: [C:1]([Si:5]([CH3:36])([CH3:35])[O:6][CH2:7][CH2:8][N:9]([CH:14]1[CH2:19][CH2:18][CH:17]([N:20](CC2C=CC=CC=2)CC2C=CC=CC=2)[CH2:16][CH2:15]1)[S:10]([CH3:13])(=[O:12])=[O:11])([CH3:4])([CH3:3])[CH3:2].